From a dataset of hERG Central: cardiac toxicity at 1µM, 10µM, and general inhibition. Predict hERG channel inhibition at various concentrations. (1) Results: hERG_inhib (hERG inhibition (general)): blocker. The molecule is CSc1cccc(NC(=S)N(CCCN2CCCC(C)C2)Cc2cccs2)c1. (2) The molecule is CC(C)CCNc1nc(N2CCCC2)c2c(c1C#N)CCN(C)C2. Results: hERG_inhib (hERG inhibition (general)): blocker. (3) The molecule is O=C(CCN1C(=O)COc2ccccc21)NCCN1CCN(c2cccc(Cl)c2)CC1. Results: hERG_inhib (hERG inhibition (general)): blocker. (4) The drug is COc1ccc(CNCCc2ccc(Cl)cc2)cc1OCc1ccccc1. Results: hERG_inhib (hERG inhibition (general)): blocker. (5) The molecule is CCc1cccc(NC(=O)CCc2c(C)nn(-c3ccc(N4CCOCC4)nn3)c2C)c1. Results: hERG_inhib (hERG inhibition (general)): blocker. (6) The compound is Cc1nc2ccn(Cc3ccccc3)c(=O)c2cc1C(=O)N1CCN(c2ccccc2)CC1. Results: hERG_inhib (hERG inhibition (general)): blocker. (7) The compound is O=C(OCC(=O)c1ccc(Cl)cc1Cl)c1cnccn1. Results: hERG_inhib (hERG inhibition (general)): blocker.